From a dataset of Buchwald-Hartwig C-N cross coupling reaction yields with 55,370 reactions. Predict the reaction yield, written as a fraction of the theoretical maximum amount of product (1.0 means a 100% yield; for example, 0.34 means a 34% yield). (1) The reactants are CCc1ccc(Cl)cc1.Cc1ccc(N)cc1.O=S(=O)(O[Pd]1c2ccccc2-c2ccccc2N~1)C(F)(F)F.CC(C)c1cc(C(C)C)c(-c2ccccc2P(C(C)(C)C)C(C)(C)C)c(C(C)C)c1.CN(C)C(=NC(C)(C)C)N(C)C.COC(=O)c1cc(-c2cccs2)on1. No catalyst specified. The product is CCc1ccc(Nc2ccc(C)cc2)cc1. The yield is 0.00833. (2) The reactants are COc1ccc(Cl)cc1.Cc1ccc(N)cc1.O=S(=O)(O[Pd]1c2ccccc2-c2ccccc2N~1)C(F)(F)F.CC(C)c1cc(C(C)C)c(-c2ccccc2P(C2CCCCC2)C2CCCCC2)c(C(C)C)c1.CCN=P(N=P(N(C)C)(N(C)C)N(C)C)(N(C)C)N(C)C.CCOC(=O)c1cnoc1. No catalyst specified. The product is COc1ccc(Nc2ccc(C)cc2)cc1. The yield is 0. (3) The reactants are Ic1cccnc1.Cc1ccc(N)cc1.O=S(=O)(O[Pd]1c2ccccc2-c2ccccc2N~1)C(F)(F)F.CC(C)c1cc(C(C)C)c(-c2ccccc2P(C(C)(C)C)C(C)(C)C)c(C(C)C)c1.CN(C)C(=NC(C)(C)C)N(C)C.Cc1cc(-n2cccc2)no1. No catalyst specified. The product is Cc1ccc(Nc2cccnc2)cc1. The yield is 0.627. (4) The reactants are Clc1ccccn1.Cc1ccc(N)cc1.O=S(=O)(O[Pd]1c2ccccc2-c2ccccc2N~1)C(F)(F)F.CC(C)c1cc(C(C)C)c(-c2ccccc2P(C(C)(C)C)C(C)(C)C)c(C(C)C)c1.CCN=P(N=P(N(C)C)(N(C)C)N(C)C)(N(C)C)N(C)C.COC(=O)c1cc(-c2cccs2)on1. No catalyst specified. The product is Cc1ccc(Nc2ccccn2)cc1. The yield is 0.637. (5) The reactants are Clc1cccnc1.Cc1ccc(N)cc1.O=S(=O)(O[Pd]1c2ccccc2-c2ccccc2N~1)C(F)(F)F.CC(C)c1cc(C(C)C)c(-c2ccccc2P(C(C)(C)C)C(C)(C)C)c(C(C)C)c1.CCN=P(N=P(N(C)C)(N(C)C)N(C)C)(N(C)C)N(C)C.Cc1cc(C)on1. No catalyst specified. The product is Cc1ccc(Nc2cccnc2)cc1. The yield is 0.600. (6) The reactants are CCc1ccc(Cl)cc1.Cc1ccc(N)cc1.O=S(=O)(O[Pd]1c2ccccc2-c2ccccc2N~1)C(F)(F)F.CC(C)c1cc(C(C)C)c(-c2ccccc2P(C(C)(C)C)C(C)(C)C)c(C(C)C)c1.CN1CCCN2CCCN=C12.c1ccc2oncc2c1. No catalyst specified. The product is CCc1ccc(Nc2ccc(C)cc2)cc1. The yield is 0.113. (7) The reactants are Ic1cccnc1.Cc1ccc(N)cc1.O=S(=O)(O[Pd]1c2ccccc2-c2ccccc2N~1)C(F)(F)F.CC(C)c1cc(C(C)C)c(-c2ccccc2P(C2CCCCC2)C2CCCCC2)c(C(C)C)c1.CN1CCCN2CCCN=C12.Cc1ccno1. No catalyst specified. The product is Cc1ccc(Nc2cccnc2)cc1. The yield is 0.291. (8) The yield is 0.00863. No catalyst specified. The reactants are COc1ccc(Cl)cc1.Cc1ccc(N)cc1.O=S(=O)(O[Pd]1c2ccccc2-c2ccccc2N~1)C(F)(F)F.COc1ccc(OC)c(P(C(C)(C)C)C(C)(C)C)c1-c1c(C(C)C)cc(C(C)C)cc1C(C)C.CCN=P(N=P(N(C)C)(N(C)C)N(C)C)(N(C)C)N(C)C.c1ccc(-c2cnoc2)cc1. The product is COc1ccc(Nc2ccc(C)cc2)cc1.